From a dataset of Catalyst prediction with 721,799 reactions and 888 catalyst types from USPTO. Predict which catalyst facilitates the given reaction. Reactant: [CH3:1][O:2][C:3](=[O:18])[C@@H:4]([NH2:17])[CH2:5][C:6]1[CH:10]=[C:9]([C:11]2[S:12][C:13]([Cl:16])=[CH:14][CH:15]=2)[O:8][N:7]=1.CCN(C(C)C)C(C)C.[CH2:28]([C:30]1[C:35]([N:36]2[CH2:41][CH2:40][O:39][CH2:38][C:37]2=[O:42])=[CH:34][CH:33]=[CH:32][C:31]=1[S:43](Cl)(=[O:45])=[O:44])[CH3:29]. Product: [CH3:1][O:2][C:3](=[O:18])[C@@H:4]([NH:17][S:43]([C:31]1[CH:32]=[CH:33][CH:34]=[C:35]([N:36]2[CH2:41][CH2:40][O:39][CH2:38][C:37]2=[O:42])[C:30]=1[CH2:28][CH3:29])(=[O:45])=[O:44])[CH2:5][C:6]1[CH:10]=[C:9]([C:11]2[S:12][C:13]([Cl:16])=[CH:14][CH:15]=2)[O:8][N:7]=1. The catalyst class is: 2.